This data is from Forward reaction prediction with 1.9M reactions from USPTO patents (1976-2016). The task is: Predict the product of the given reaction. Given the reactants [CH2:1]([O:8][C:9]1[CH:10]=[C:11]2[C:16](=[CH:17][CH:18]=1)[C:15](=[O:19])[CH:14]([Br:20])[CH2:13][CH2:12]2)[C:2]1[CH:7]=[CH:6][CH:5]=[CH:4][CH:3]=1.CCOCC.CO.[BH4-].[Na+].C(O)(=O)C, predict the reaction product. The product is: [CH2:1]([O:8][C:9]1[CH:10]=[C:11]2[C:16](=[CH:17][CH:18]=1)[CH:15]([OH:19])[CH:14]([Br:20])[CH2:13][CH2:12]2)[C:2]1[CH:3]=[CH:4][CH:5]=[CH:6][CH:7]=1.